From a dataset of CYP2D6 inhibition data for predicting drug metabolism from PubChem BioAssay. Regression/Classification. Given a drug SMILES string, predict its absorption, distribution, metabolism, or excretion properties. Task type varies by dataset: regression for continuous measurements (e.g., permeability, clearance, half-life) or binary classification for categorical outcomes (e.g., BBB penetration, CYP inhibition). Dataset: cyp2d6_veith. (1) The compound is COC(=O)c1cc(C#N)c(NCc2ccc(Cl)cc2Cl)nc1C. The result is 0 (non-inhibitor). (2) The compound is NS(=O)(=O)Cc1ccc([As](=O)(O)O)cc1. The result is 0 (non-inhibitor). (3) The molecule is O=C1[C@H]2CC[C@H]3/C(=N\OC[C@@H](O)COCc4ccco4)C[C@@H](O)[C@@H](O)[C@@H]3[C@@H]2C(=O)N1Cc1ccccc1. The result is 0 (non-inhibitor).